Dataset: Forward reaction prediction with 1.9M reactions from USPTO patents (1976-2016). Task: Predict the product of the given reaction. (1) Given the reactants [CH2:1]([C:8]1[C:9](Cl)=[N:10][C:11]([S:15][CH3:16])=[N:12][C:13]=1[Cl:14])[C:2]1[CH:7]=[CH:6][CH:5]=[CH:4][CH:3]=1.[NH:18]1[CH2:22][CH2:21][CH2:20][CH2:19]1.C(N(CC)CC)C, predict the reaction product. The product is: [CH2:1]([C:8]1[C:13]([Cl:14])=[N:12][C:11]([S:15][CH3:16])=[N:10][C:9]=1[N:18]1[CH2:22][CH2:21][CH2:20][CH2:19]1)[C:2]1[CH:3]=[CH:4][CH:5]=[CH:6][CH:7]=1. (2) Given the reactants C(O[BH-](OC(=O)C)OC(=O)C)(=O)C.[Na+].C(OC([N:22]1[CH2:27][CH2:26][CH:25](NC2C=CC=C(Cl)C=2C(O)=O)[CH2:24][CH2:23]1)=O)(C)(C)C.[NH2:39][C:40]1[CH:48]=[CH:47][CH:46]=[C:45]([Cl:49])[C:41]=1C(O)=O.C([O:54][C:55]([N:57]1CCC(=O)CC1)=O)(C)(C)C, predict the reaction product. The product is: [Cl:49][C:45]1[C:41]2[NH:57][C:55](=[O:54])[N:39]([N:22]3[CH2:23][CH2:24][CH2:25][CH2:26][CH2:27]3)[C:40]=2[CH:48]=[CH:47][CH:46]=1. (3) Given the reactants [H-].[Na+].[CH2:3]1[CH2:7][O:6][CH2:5][CH2:4]1.[CH:8](=O)[CH2:9][CH3:10].[OH2:12], predict the reaction product. The product is: [C:5]([O:6][CH2:7][CH3:3])(=[O:12])/[CH:4]=[CH:8]/[CH2:9][CH3:10]. (4) Given the reactants N1C(=O)CC(=O)NC1=O.F[C:11]1[C:28]([F:29])=[C:27]2[C:14]([CH2:15][C:16]3([C@H:25]4[C@H:33]([CH3:34])[O:32][C@H:31]([CH3:35])[CH2:30][N:26]42)[C:21](=[O:22])[NH:20][C:19](=[O:23])[NH:18][C:17]3=[O:24])=[CH:13][C:12]=1[C:36](=[N:43][OH:44])[C:37]1[CH:42]=[N:41][CH:40]=[CH:39][N:38]=1, predict the reaction product. The product is: [F:29][C:28]1[C:11]2[O:44][N:43]=[C:36]([C:37]3[CH:42]=[N:41][CH:40]=[CH:39][N:38]=3)[C:12]=2[CH:13]=[C:14]2[C:27]=1[N:26]1[CH2:30][C@@H:31]([CH3:35])[O:32][C@@H:33]([CH3:34])[C@@H:25]1[C:16]1([C:21](=[O:22])[NH:20][C:19](=[O:23])[NH:18][C:17]1=[O:24])[CH2:15]2. (5) Given the reactants C([N:8]1[CH2:13][CH2:12][N:11]([CH2:14][CH2:15][C:16]2[CH:21]=[CH:20][N:19]=[CH:18][CH:17]=2)[CH2:10][CH2:9]1)(OC(C)(C)C)=O.C(OCC)(=O)C.[ClH:28], predict the reaction product. The product is: [ClH:28].[N:19]1[CH:20]=[CH:21][C:16]([CH2:15][CH2:14][N:11]2[CH2:12][CH2:13][NH:8][CH2:9][CH2:10]2)=[CH:17][CH:18]=1. (6) Given the reactants CO[C:3]([C:5]1[C:6]([CH3:15])=[C:7]2[N:12]([CH:13]=1)[N:11]=[CH:10][NH:9][C:8]2=[O:14])=O.C[CH2:17][O:18][C:19]([CH3:21])=[O:20].CO.C1COCC1.CC(O)=O, predict the reaction product. The product is: [CH3:17][O:18][C:19](=[O:20])[CH2:21][CH2:3][C:5]1[C:6]([CH3:15])=[C:7]2[N:12]([CH:13]=1)[N:11]=[CH:10][N:9]=[C:8]2[OH:14]. (7) Given the reactants C(C1C(Cl)=CC(C2NC(C3C=CC(Cl)=CC=3)(C)C(C3C=CC(Cl)=CC=3)(C)N=2)=[C:7]([O:33]CC)C=1)(C)(C)C.Cl.Cl.[CH3:38][S:39]([CH2:42][CH2:43][CH2:44][N:45]1[CH2:50][CH2:49][NH:48][CH2:47][CH2:46]1)(=[O:41])=[O:40], predict the reaction product. The product is: [CH3:38][S:39]([CH2:42][CH2:43][CH2:44][N:45]1[CH2:50][CH2:49][N:48]([CH:7]=[O:33])[CH2:47][CH2:46]1)(=[O:40])=[O:41].